From a dataset of Drug-target binding data from BindingDB using IC50 measurements. Regression. Given a target protein amino acid sequence and a drug SMILES string, predict the binding affinity score between them. We predict pIC50 (pIC50 = -log10(IC50 in M); higher means more potent). Dataset: bindingdb_ic50. (1) The compound is NC(=O)c1ncc(N[C@@H]2CCCC[C@@H]2N)cc1-c1nc2ccccc2[nH]1. The target protein (Q96PN8) has sequence MEDFLLSNGYQLGKTIGEGTYSKVKEAFSKKHQRKVAIKVIDKMGGPEEFIQRFLPRELQIVRTLDHKNIIQVYEMLESADGKICLVMELAEGGDVFDCVLNGGPLPESRAKALFRQMVEAIRYCHGCGVAHRDLKCENALLQGFNLKLTDFGFAKVLPKSHRELSQTFCGSTAYAAPEVLQGIPHDSKKGDVWSMGVVLYVMLCASLPFDDTDIPKMLWQQQKGVSFPTHLSISADCQDLLKRLLEPDMILRPSIEEVSWHPWLAST. The pIC50 is 6.4. (2) The small molecule is CCCCCCC1(C(=O)OC)CO1. The target protein sequence is WLIVVVGVMSTMYAKIDPSLGVIAKINRTLDATGYLSSRTQNVVSGVLFGTGLWVALIVTMRYSLKVLLSYHGWMFAEHSKMSRATKIWMMMVRVFSGRKTMLYSFQTSLPRLPVPAVQDTVSRYLEPVKPLMKEAEFKRMTALAQDFAVSLGPRLQWYLKLKSWWATNYVSDWWEEYIYLRGRGPLMVNSNYYAMDLLYITPTHIQAARAGNGIHAILLYRRKLDREEIKPILLGSTVPLCSAQWERMFNTSRIPGEETDTI. The pIC50 is 3.9. (3) The drug is N#Cc1cnn2c1ncc1cccnc12. The target protein (Q6B0I6) has sequence METMKSKANCAQNPNCNIMIFHPTKEEFNDFDKYIAYMESQGAHRAGLAKIIPPKEWKARETYDNISEILIATPLQQVASGRAGVFTQYHKKKKAMTVGEYRHLANSKKYQTPPHQNFEDLERKYWKNRIYNSPIYGADISGSLFDENTKQWNLGHLGTIQDLLEKECGVVIEGVNTPYLYFGMWKTTFAWHTEDMDLYSINYLHLGEPKTWYVVPPEHGQRLERLARELFPGSSRGCGAFLRHKVALISPTVLKENGIPFNRITQEAGEFMVTFPYGYHAGFNHGFNCAEAINFATPRWIDYGKMASQCSCGEARVTFSMDAFVRILQPERYDLWKRGQDRAVVDHMEPRVPASQELSTQKEVQLPRRAALGLRQLPSHWARHSPWPMAARSGTRCHTLVCSSLPRRSAVSGTATQPRAAAVHSSKKPSSTPSSTPGPSAQIIHPSNGRRGRGRPPQKLRAQELTLQTPAKRPLLAGTTCTASGPEPEPLPEDGALMDK.... The pIC50 is 5.4. (4) The drug is O=C(/N=c1\sccn1Cc1ccc(Cl)nc1)c1cnccn1. The target protein (P09482) has sequence MGFLVSKGNLLLLLCASIFPAFGHVETRAHAEERLLKKLFSGYNKWSRPVANISDVVLVRFGLSIAQLIDVDEKNQMMTTNVWVKQEWHDYKLRWDPQEYENVTSIRIPSELIWRPDIVLYNNADGDFAVTHLTKAHLFYDGRIKWMPPAIYKSSCSIDVTFFPFDQQNCKMKFGSWTYDKAKIDLVSMHSHVDQLDYWESGEWVIINAVGNYNSKKYECCTEIYPDITYSFIIRRLPLFYTINLIIPCLLISCLTVLVFYLPSECGEKITLCISVLLSLTVFLLLITEIIPSTSLVIPLIGEYLLFTMIFVTLSIIITVFVLNVHHRSPRTHTMPDWVRRVFLDIVPRLLFMKRPSTVKDNCKKLIESMHKLTNSPRLWSETDMEPNFTTSSSPSPQSNEPSPTSSFCAHLEEPAKPMCKSPSGQYSMLHPEPPQVTCSSPKPSCHPLSDTQTTSISKGRSLSVQQMYSPNKTEEGSIRCRSRSIQYCYLQEDSSQTNG.... The pIC50 is 6.0. (5) The drug is Cl.Nc1nc(N)c(C(=O)N[C@H]2CCC[N+](CCCc3ccc(OCC(=O)NCCn4ccnc4)cc3)(CCCc3ccc(OCC(=O)NCCn4ccnc4)cc3)C2)nc1Cl.[Cl-]. The target protein (Q61180) has sequence MLDHTRAPELNLDLDLDVSNSPKGSMKGNNFKEQDLCPPLPMQGLGKGDKREEQALGPEPSEPRQPTEEEEALIEFHRSYRELFQFFCNNTTIHGAIRLVCSKHNRMKTAFWAVLWLCTFGMMYWQFALLFEEYFSYPVSLNINLNSDKLVFPAVTVCTLNPYRYTEIKEDLEELDRITEQTLFDLYKYNSSYTRQAGGRRRSTRDLRGALPHPLQRLRTPPPPNPARSARSASSSVRDNNPQVDRKDWKIGFQLCNQNKSDCFYQTYSSGVDAVREWYRFHYINILSRLPDTSPALEEEALGSFIFTCRFNQAPCNQANYSQFHHPMYGNCYTFNNKNNSNLWMSSMPGVNNGLSLTLRTEQNDFIPLLSTVTGARVMVHGQDEPAFMDDGGFNVRPGVETSISMRKEALDSLGGNYGDCTENGSDVPVKNLYPSKYTQQVCIHSCFQENMIKKCGCAYIFYPKPKGVEFCDYLKQSSWGYCYYKLQAAFSLDSLGCFS.... The pIC50 is 8.0. (6) The compound is COc1ccc(NC(=N)c2ccncc2)cc1CSC1CCCC1. The target protein (Q96P65) has sequence MQALNITPEQFSRLLRDHNLTREQFIALYRLRPLVYTPELPGRAKLALVLTGVLIFALALFGNALVFYVVTRSKAMRTVTNIFICSLALSDLLITFFCIPVTMLQNISDNWLGGAFICKMVPFVQSTAVVTEILTMTCIAVERHQGLVHPFKMKWQYTNRRAFTMLGVVWLVAVIVGSPMWHVQQLEIKYDFLYEKEHICCLEEWTSPVHQKIYTTFILVILFLLPLMVMLILYSKIGYELWIKKRVGDGSVLRTIHGKEMSKIARKKKRAVIMMVTVVALFAVCWAPFHVVHMMIEYSNFEKEYDDVTIKMIFAIVQIIGFSNSICNPIVYAFMNENFKKNVLSAVCYCIVNKTFSPAQRHGNSGITMMRKKAKFSLRENPVEETKGEAFSDGNIEVKLCEQTEEKKKLKRHLALFRSELAENSPLDSGH. The pIC50 is 5.8.